From a dataset of Reaction yield outcomes from USPTO patents with 853,638 reactions. Predict the reaction yield, written as a fraction of the theoretical maximum amount of product (1.0 means a 100% yield; for example, 0.34 means a 34% yield). (1) The reactants are [F-].C([N+](CCCC)(CCCC)CCCC)CCC.[CH3:19][N:20]([CH2:22][C:23]1C[C:26]([C:28]2[CH:35]=[CH:34][CH:33]=[CH:32][C:29]=2[CH:30]=[O:31])=[CH:25][CH:24]=1)[CH3:21].[F:36][C:37]([Si](C)(C)C)([F:39])[F:38].Cl.C1C[O:48]CC1. No catalyst specified. The product is [CH3:21][N:20]([CH2:22][C:23]1[O:48][C:26]([C:28]2[CH:35]=[CH:34][CH:33]=[CH:32][C:29]=2[CH:30]([OH:31])[C:37]([F:39])([F:38])[F:36])=[CH:25][CH:24]=1)[CH3:19]. The yield is 0.660. (2) The reactants are [CH3:1][O:2][C:3]1[CH:4]=[C:5]2[C:10](=[CH:11][CH:12]=1)[NH:9][C:8](=O)[CH:7]=[CH:6]2.P(Br)(Br)([Br:16])=O. No catalyst specified. The product is [Br:16][C:8]1[CH:7]=[CH:6][C:5]2[C:10](=[CH:11][CH:12]=[C:3]([O:2][CH3:1])[CH:4]=2)[N:9]=1. The yield is 0.493.